This data is from Peptide-MHC class II binding affinity with 134,281 pairs from IEDB. The task is: Regression. Given a peptide amino acid sequence and an MHC pseudo amino acid sequence, predict their binding affinity value. This is MHC class II binding data. (1) The peptide sequence is LEKGRLYQIKIQYQRENPTE. The MHC is HLA-DQA10102-DQB10602 with pseudo-sequence HLA-DQA10102-DQB10602. The binding affinity (normalized) is 0.524. (2) The peptide sequence is EKKYCAATQFEPLAA. The MHC is HLA-DPA10103-DPB10601 with pseudo-sequence HLA-DPA10103-DPB10601. The binding affinity (normalized) is 0.795. (3) The peptide sequence is PGVMYAFTTPLISFF. The MHC is H-2-IAb with pseudo-sequence H-2-IAb. The binding affinity (normalized) is 0.844.